From a dataset of M1 muscarinic receptor antagonist screen with 61,756 compounds. Binary Classification. Given a drug SMILES string, predict its activity (active/inactive) in a high-throughput screening assay against a specified biological target. (1) The drug is FC(F)(F)C(NC(=O)NCCCC(O)=O)(C(F)(F)F)C. The result is 0 (inactive). (2) The molecule is Fc1ccc(CN2C(CCC2=O)C(=O)NC(c2cc3OCCOc3cc2)C)cc1. The result is 0 (inactive). (3) The compound is o1c2c(C(N(C2=O)c2ncccc2)c2cc(OCC)c(OCC=C)cc2)c(=O)c2c1cccc2. The result is 0 (inactive). (4) The compound is s1c(c(n(c1=S)C)N)C(=O)NCCc1ccc(OC)cc1. The result is 0 (inactive). (5) The drug is S(c1n(c2c(cc(cc2)C)C)c(nn1)c1cccnc1)Cn1nnc2c(c1=O)cccc2. The result is 0 (inactive). (6) The result is 0 (inactive). The molecule is O=C(N1CCN(CC1)c1n2nc(c(c2nc(c1)C)c1ccccc1)C)c1occc1.